Dataset: Reaction yield outcomes from USPTO patents with 853,638 reactions. Task: Predict the reaction yield, written as a fraction of the theoretical maximum amount of product (1.0 means a 100% yield; for example, 0.34 means a 34% yield). (1) The reactants are [H-].[Na+].[Cl:3][C:4]1[CH:9]=[CH:8][C:7]([CH:10]2[C:17]3[C:16]([CH3:18])=[N:15][NH:14][C:13]=3[C:12](=[O:19])[N:11]2[C:20]2[CH:21]=[C:22]([CH3:30])[C:23]3[N:24]([C:26]([CH3:29])=[N:27][N:28]=3)[CH:25]=2)=[CH:6][CH:5]=1.I[CH2:32][CH3:33]. The catalyst is CN(C=O)C.CCOCC. The product is [Cl:3][C:4]1[CH:9]=[CH:8][C:7]([CH:10]2[C:17]3[C:13](=[N:14][N:15]([CH2:32][CH3:33])[C:16]=3[CH3:18])[C:12](=[O:19])[N:11]2[C:20]2[CH:21]=[C:22]([CH3:30])[C:23]3[N:24]([C:26]([CH3:29])=[N:27][N:28]=3)[CH:25]=2)=[CH:6][CH:5]=1. The yield is 0.180. (2) The reactants are [NH2:1][C:2]1[C:7]([Cl:8])=[C:6]([Cl:9])[N:5]=[C:4](Cl)[N:3]=1.[NH2:11][C:12]1[CH:19]=[CH:18][C:15]([C:16]#[N:17])=[CH:14][CH:13]=1.CN1CCCC1=O.Cl. The catalyst is C(OCC)C.O1CCOCC1. The product is [NH2:1][C:2]1[C:7]([Cl:8])=[C:6]([Cl:9])[N:5]=[C:4]([NH:11][C:12]2[CH:19]=[CH:18][C:15]([C:16]#[N:17])=[CH:14][CH:13]=2)[N:3]=1. The yield is 0.0680. (3) The reactants are [S:1]([C:5]1[CH:39]=[CH:38][C:8]([CH2:9][CH2:10][NH:11][CH2:12][C:13]2[N:14]([CH2:18][C:19]([N:21]([CH2:30][C:31]([O:33][C:34]([CH3:37])([CH3:36])[CH3:35])=[O:32])[CH2:22][C:23]([O:25][C:26]([CH3:29])([CH3:28])[CH3:27])=[O:24])=[O:20])[CH:15]=[CH:16][N:17]=2)=[CH:7][CH:6]=1)(=[O:4])(=[O:3])[NH2:2].[S:40]1[CH:44]=[CH:43][N:42]=[C:41]1[CH:45]=O.CC(O)=O.[BH-](OC(C)=O)(OC(C)=O)OC(C)=O.[Na+]. The catalyst is ClCCCl.O. The product is [S:1]([C:5]1[CH:39]=[CH:38][C:8]([CH2:9][CH2:10][N:11]([CH2:12][C:13]2[N:14]([CH2:18][C:19]([N:21]([CH2:30][C:31]([O:33][C:34]([CH3:37])([CH3:36])[CH3:35])=[O:32])[CH2:22][C:23]([O:25][C:26]([CH3:27])([CH3:28])[CH3:29])=[O:24])=[O:20])[CH:15]=[CH:16][N:17]=2)[CH2:45][C:41]2[S:40][CH:44]=[CH:43][N:42]=2)=[CH:7][CH:6]=1)(=[O:3])(=[O:4])[NH2:2]. The yield is 0.700. (4) The reactants are [CH:1]1([NH:6][C:7]2[N:12]=[C:11]([C:13]3[C:14]([C:28]4[CH:33]=[CH:32][C:31]([O:34][CH3:35])=[CH:30][CH:29]=4)=[N:15][N:16]4[C:21]([NH:22][CH2:23][CH2:24][CH2:25][CH2:26][NH2:27])=[CH:20][CH:19]=[CH:18][C:17]=34)[CH:10]=[CH:9][N:8]=2)[CH2:5][CH2:4][CH2:3][CH2:2]1.C(N(CC)CC)C.[C:43]1([CH3:55])[CH:48]=[CH:47][C:46]([S:49]([N:52]=[C:53]=[O:54])(=[O:51])=[O:50])=[CH:45][CH:44]=1.C(=O)(O)[O-].[Na+]. The catalyst is ClCCl. The product is [CH:1]1([NH:6][C:7]2[N:12]=[C:11]([C:13]3[C:14]([C:28]4[CH:29]=[CH:30][C:31]([O:34][CH3:35])=[CH:32][CH:33]=4)=[N:15][N:16]4[C:21]([NH:22][CH2:23][CH2:24][CH2:25][CH2:26][NH:27][C:53]([NH:52][S:49]([C:46]5[CH:47]=[CH:48][C:43]([CH3:55])=[CH:44][CH:45]=5)(=[O:51])=[O:50])=[O:54])=[CH:20][CH:19]=[CH:18][C:17]=34)[CH:10]=[CH:9][N:8]=2)[CH2:2][CH2:3][CH2:4][CH2:5]1. The yield is 0.350. (5) The reactants are [F-].[K+].[C:3]([O:7][C:8](=[O:26])[CH2:9][C@H:10]([NH:15][C:16]([O:18][CH2:19][C:20]1[CH:25]=[CH:24][CH:23]=[CH:22][CH:21]=1)=[O:17])[C:11](=[O:14])[CH2:12]Br)([CH3:6])([CH3:5])[CH3:4].[F:27][C:28]1[C:33]([F:34])=[CH:32][C:31]([F:35])=[C:30]([F:36])[C:29]=1[OH:37]. The catalyst is CN(C=O)C. The product is [C:3]([O:7][C:8](=[O:26])[CH2:9][C@H:10]([NH:15][C:16]([O:18][CH2:19][C:20]1[CH:25]=[CH:24][CH:23]=[CH:22][CH:21]=1)=[O:17])[C:11](=[O:14])[CH2:12][O:37][C:29]1[C:30]([F:36])=[C:31]([F:35])[CH:32]=[C:33]([F:34])[C:28]=1[F:27])([CH3:6])([CH3:5])[CH3:4]. The yield is 0.960. (6) The reactants are [O:1]=[C:2]1[CH2:9][CH2:8][CH2:7][CH2:6][N:5]([C:10]([O:12][CH2:13][C:14]2[CH:19]=[CH:18][CH:17]=[CH:16][CH:15]=2)=[O:11])[CH2:4][CH2:3]1.[NH4+].[Cl-].[CH2:22]1COCC1. No catalyst specified. The product is [OH:1][C:2]1([CH3:22])[CH2:9][CH2:8][CH2:7][CH2:6][N:5]([C:10]([O:12][CH2:13][C:14]2[CH:15]=[CH:16][CH:17]=[CH:18][CH:19]=2)=[O:11])[CH2:4][CH2:3]1. The yield is 0.894. (7) The reactants are [ClH:1].[CH2:2]1[O:10][C:9]2[CH:8]=[CH:7][C:6]([CH3:11])=[CH:5][C:4]=2[O:3]1.[CH2:12]=O. The catalyst is C(OCC)C. The product is [CH2:2]1[O:10][C:9]2[CH:8]=[C:7]([CH3:12])[C:6]([CH2:11][Cl:1])=[CH:5][C:4]=2[O:3]1. The yield is 0.630.